Dataset: CYP2C19 inhibition data for predicting drug metabolism from PubChem BioAssay. Task: Regression/Classification. Given a drug SMILES string, predict its absorption, distribution, metabolism, or excretion properties. Task type varies by dataset: regression for continuous measurements (e.g., permeability, clearance, half-life) or binary classification for categorical outcomes (e.g., BBB penetration, CYP inhibition). Dataset: cyp2c19_veith. (1) The molecule is O=C1CSC(c2ccccn2)N1c1ccccc1. The result is 0 (non-inhibitor). (2) The compound is Nc1ncnc2c1ncn2[C@@H]1O[C@H]2COP(=O)(O)O[C@@H]2[C@@H]1O. The result is 0 (non-inhibitor). (3) The molecule is O=C1NC(=S)N/C1=C/c1cccc([N+](=O)[O-])c1O. The result is 0 (non-inhibitor). (4) The molecule is O=C(CSCc1cccc(Br)c1)N/N=C/c1ccc2c(c1)OCO2. The result is 1 (inhibitor). (5) The drug is COc1ccccc1OC[C@H](O)COC(N)=O. The result is 0 (non-inhibitor).